The task is: Predict which catalyst facilitates the given reaction.. This data is from Catalyst prediction with 721,799 reactions and 888 catalyst types from USPTO. (1) Reactant: [Cl:1][CH2:2][C:3]([C:5]1[CH:6]=[CH:7][C:8]2[O:13][CH2:12][C:11](=[O:14])[NH:10][C:9]=2[CH:15]=1)=O.FC(F)(F)C(O)=O.C([SiH](CC)CC)C. Product: [Cl:1][CH2:2][CH2:3][C:5]1[CH:6]=[CH:7][C:8]2[O:13][CH2:12][C:11](=[O:14])[NH:10][C:9]=2[CH:15]=1. The catalyst class is: 25. (2) Reactant: [F:1][C:2]1[CH:3]=[C:4]([C@@:9]2([CH3:21])[NH:14][C:13](=[O:15])[C:12]3([CH2:20][CH2:19][CH2:18][CH2:17][CH2:16]3)[NH:11][CH2:10]2)[CH:5]=[C:6]([F:8])[CH:7]=1.C(N(CC)C(C)C)(C)C.[C:31](O[C:31]([O:33][C:34]([CH3:37])([CH3:36])[CH3:35])=[O:32])([O:33][C:34]([CH3:37])([CH3:36])[CH3:35])=[O:32]. Product: [F:8][C:6]1[CH:5]=[C:4]([C@@:9]2([CH3:21])[NH:14][C:13](=[O:15])[C:12]3([CH2:20][CH2:19][CH2:18][CH2:17][CH2:16]3)[N:11]([C:31]([O:33][C:34]([CH3:37])([CH3:36])[CH3:35])=[O:32])[CH2:10]2)[CH:3]=[C:2]([F:1])[CH:7]=1. The catalyst class is: 10. (3) Reactant: [CH:1]12[N:8]([C:9]([O:11][C:12]([CH3:15])([CH3:14])[CH3:13])=[O:10])[CH:5]([CH2:6][CH2:7]1)[CH2:4][NH:3][CH2:2]2.C([O-])([O-])=O.[K+].[K+].CC1C=CC(S(O[CH2:33][CH2:34][CH2:35][NH:36][C:37]2[CH:42]=[CH:41][C:40]([C:43]#[N:44])=[CH:39][CH:38]=2)(=O)=O)=CC=1.C(Cl)Cl.CCOC(C)=O. Product: [C:43]([C:40]1[CH:41]=[CH:42][C:37]([NH:36][CH2:35][CH2:34][CH2:33][N:3]2[CH2:4][CH:5]3[N:8]([C:9]([O:11][C:12]([CH3:15])([CH3:14])[CH3:13])=[O:10])[CH:1]([CH2:7][CH2:6]3)[CH2:2]2)=[CH:38][CH:39]=1)#[N:44]. The catalyst class is: 3. (4) Reactant: [C:1]([O:5][C:6]([NH:8][CH:9]([C:13]1[CH:18]=[CH:17][C:16]([OH:19])=[CH:15][CH:14]=1)[C:10]([OH:12])=O)=[O:7])([CH3:4])([CH3:3])[CH3:2].[CH3:20][O:21][CH2:22][CH2:23][O:24][CH2:25][CH2:26][O:27][CH2:28][CH2:29][O:30][C@H:31]1[CH2:35][CH2:34][NH:33][CH2:32]1.CCN(C(C)C)C(C)C.F[B-](F)(F)F.N1(OC(N(C)C)=[N+](C)C)C2C=CC=CC=2N=N1. Product: [OH:19][C:16]1[CH:17]=[CH:18][C:13]([CH:9]([NH:8][C:6](=[O:7])[O:5][C:1]([CH3:2])([CH3:3])[CH3:4])[C:10]([N:33]2[CH2:34][CH2:35][C@H:31]([O:30][CH2:29][CH2:28][O:27][CH2:26][CH2:25][O:24][CH2:23][CH2:22][O:21][CH3:20])[CH2:32]2)=[O:12])=[CH:14][CH:15]=1. The catalyst class is: 10. (5) Reactant: [H-].[Na+].[CH3:3][CH:4]1[CH2:9][CH2:8][N:7]([C:10]([C:12]2[CH:20]=[CH:19][C:18]3[NH:17][C:16]4[CH2:21][CH2:22][N:23]([C:25]([O:27][C:28]([CH3:31])([CH3:30])[CH3:29])=[O:26])[CH2:24][C:15]=4[C:14]=3[CH:13]=2)=[O:11])[CH2:6][CH2:5]1.[CH2:32](Br)[CH:33]=[CH2:34]. Product: [CH2:34]([N:17]1[C:18]2[CH:19]=[CH:20][C:12]([C:10]([N:7]3[CH2:8][CH2:9][CH:4]([CH3:3])[CH2:5][CH2:6]3)=[O:11])=[CH:13][C:14]=2[C:15]2[CH2:24][N:23]([C:25]([O:27][C:28]([CH3:30])([CH3:29])[CH3:31])=[O:26])[CH2:22][CH2:21][C:16]1=2)[CH:33]=[CH2:32]. The catalyst class is: 3. (6) Product: [F:1][C:2]1[CH:45]=[CH:44][C:43]([F:46])=[CH:42][C:3]=1[O:4][C:5]1[N:6]=[C:7]([O:38][CH2:39][CH2:40][CH3:41])[C:8]2[N:13]=[C:12]([C:14]3[CH:35]=[C:34]([CH3:36])[C:17]([O:18][CH2:19][C:20]([N:22]4[CH2:26][CH2:25][CH2:24][C@H:23]4[C:27]([OH:29])=[O:28])=[O:21])=[C:16]([CH3:37])[CH:15]=3)[O:11][C:9]=2[N:10]=1. The catalyst class is: 4. Reactant: [F:1][C:2]1[CH:45]=[CH:44][C:43]([F:46])=[CH:42][C:3]=1[O:4][C:5]1[N:6]=[C:7]([O:38][CH2:39][CH2:40][CH3:41])[C:8]2[N:13]=[C:12]([C:14]3[CH:35]=[C:34]([CH3:36])[C:17]([O:18][CH2:19][C:20]([N:22]4[CH2:26][CH2:25][CH2:24][C@H:23]4[C:27]([O:29]C(C)(C)C)=[O:28])=[O:21])=[C:16]([CH3:37])[CH:15]=3)[O:11][C:9]=2[N:10]=1.FC(F)(F)C(O)=O.